From a dataset of Reaction yield outcomes from USPTO patents with 853,638 reactions. Predict the reaction yield, written as a fraction of the theoretical maximum amount of product (1.0 means a 100% yield; for example, 0.34 means a 34% yield). The reactants are [CH2:1]([C@H:8]1[CH2:13][N:12]([CH2:14][C:15]2[CH:20]=[CH:19][CH:18]=[CH:17][CH:16]=2)[C@H:11]([CH3:21])[CH2:10][N:9]1[C:22](OC)=[O:23])[C:2]1[CH:7]=[CH:6][CH:5]=[CH:4][CH:3]=1.P(Cl)(Cl)(Cl)=O.O=P12OP3(OP(OP(O3)(O1)=O)(=O)O2)=O.CCOC(C)=O. The catalyst is C(Cl)Cl. The product is [CH2:14]([N:12]1[C@@H:11]([CH3:21])[CH2:10][N:9]2[C:22](=[O:23])[C:3]3[CH:4]=[CH:5][CH:6]=[CH:7][C:2]=3[CH2:1][C@@H:8]2[CH2:13]1)[C:15]1[CH:16]=[CH:17][CH:18]=[CH:19][CH:20]=1. The yield is 0.190.